This data is from NCI-60 drug combinations with 297,098 pairs across 59 cell lines. The task is: Regression. Given two drug SMILES strings and cell line genomic features, predict the synergy score measuring deviation from expected non-interaction effect. (1) Drug 1: C1=CC(=CC=C1CCC2=CNC3=C2C(=O)NC(=N3)N)C(=O)NC(CCC(=O)O)C(=O)O. Drug 2: C1=CN(C(=O)N=C1N)C2C(C(C(O2)CO)O)O.Cl. Cell line: MOLT-4. Synergy scores: CSS=91.6, Synergy_ZIP=0.543, Synergy_Bliss=0.292, Synergy_Loewe=-0.698, Synergy_HSA=1.72. (2) Drug 1: CN(C)C1=NC(=NC(=N1)N(C)C)N(C)C. Drug 2: CC1=C(N=C(N=C1N)C(CC(=O)N)NCC(C(=O)N)N)C(=O)NC(C(C2=CN=CN2)OC3C(C(C(C(O3)CO)O)O)OC4C(C(C(C(O4)CO)O)OC(=O)N)O)C(=O)NC(C)C(C(C)C(=O)NC(C(C)O)C(=O)NCCC5=NC(=CS5)C6=NC(=CS6)C(=O)NCCC[S+](C)C)O. Cell line: HCT116. Synergy scores: CSS=40.0, Synergy_ZIP=-1.10, Synergy_Bliss=1.54, Synergy_Loewe=-44.1, Synergy_HSA=-0.417. (3) Drug 1: C(=O)(N)NO. Drug 2: CC(C)(C#N)C1=CC(=CC(=C1)CN2C=NC=N2)C(C)(C)C#N. Cell line: NCIH23. Synergy scores: CSS=-3.19, Synergy_ZIP=2.00, Synergy_Bliss=1.74, Synergy_Loewe=-8.60, Synergy_HSA=-4.23. (4) Drug 1: CC1C(C(CC(O1)OC2CC(CC3=C2C(=C4C(=C3O)C(=O)C5=C(C4=O)C(=CC=C5)OC)O)(C(=O)C)O)N)O.Cl. Drug 2: CCC1(CC2CC(C3=C(CCN(C2)C1)C4=CC=CC=C4N3)(C5=C(C=C6C(=C5)C78CCN9C7C(C=CC9)(C(C(C8N6C=O)(C(=O)OC)O)OC(=O)C)CC)OC)C(=O)OC)O.OS(=O)(=O)O. Cell line: UACC-257. Synergy scores: CSS=9.78, Synergy_ZIP=-1.07, Synergy_Bliss=3.78, Synergy_Loewe=-18.8, Synergy_HSA=-1.32. (5) Drug 1: CCC1(C2=C(COC1=O)C(=O)N3CC4=CC5=C(C=CC(=C5CN(C)C)O)N=C4C3=C2)O.Cl. Drug 2: CC1C(C(CC(O1)OC2CC(CC3=C2C(=C4C(=C3O)C(=O)C5=CC=CC=C5C4=O)O)(C(=O)C)O)N)O. Cell line: OVCAR-8. Synergy scores: CSS=41.7, Synergy_ZIP=-11.1, Synergy_Bliss=-9.89, Synergy_Loewe=-5.74, Synergy_HSA=-4.35. (6) Drug 1: C1=NC2=C(N=C(N=C2N1C3C(C(C(O3)CO)O)O)F)N. Drug 2: CC1=C(C=C(C=C1)NC(=O)C2=CC=C(C=C2)CN3CCN(CC3)C)NC4=NC=CC(=N4)C5=CN=CC=C5. Cell line: SNB-75. Synergy scores: CSS=2.28, Synergy_ZIP=-2.90, Synergy_Bliss=-3.03, Synergy_Loewe=-0.975, Synergy_HSA=-0.762.